This data is from Forward reaction prediction with 1.9M reactions from USPTO patents (1976-2016). The task is: Predict the product of the given reaction. (1) The product is: [C:1]([N:8]([CH2:9][CH2:10][CH2:11][O:12][C:13]1[CH:18]=[CH:17][C:16]([C:19]2[N:24]=[C:23]([C:25]#[N:26])[C:22]3[N:27]=[CH:28][N:29]([CH3:34])[C:21]=3[CH:20]=2)=[CH:15][C:14]=1[C:30]([F:32])([F:31])[F:33])[CH:5]1[CH2:7][CH2:6]1)(=[O:3])[CH3:2]. Given the reactants [C:1](Cl)(=[O:3])[CH3:2].[CH:5]1([NH:8][CH2:9][CH2:10][CH2:11][O:12][C:13]2[CH:18]=[CH:17][C:16]([C:19]3[N:24]=[C:23]([C:25]#[N:26])[C:22]4[N:27]=[CH:28][NH:29][C:21]=4[CH:20]=3)=[CH:15][C:14]=2[C:30]([F:33])([F:32])[F:31])[CH2:7][CH2:6]1.[CH:34](N(C(C)C)CC)(C)C, predict the reaction product. (2) The product is: [C:1]([O:4][CH2:5][C:6]1[N:18]([C:19]2[CH:27]=[CH:26][CH:25]=[C:21]([C:22]([NH2:24])=[O:23])[CH:20]=2)[C:10](=[O:16])[CH:9]=[C:8]([OH:13])[CH:7]=1)(=[O:3])[CH3:2]. Given the reactants [C:1]([O:4][CH2:5][C:6](=O)[CH2:7][C:8]1[O:13]C(C)(C)O[C:10](=[O:16])[CH:9]=1)(=[O:3])[CH3:2].[NH2:18][C:19]1[CH:20]=[C:21]([CH:25]=[CH:26][CH:27]=1)[C:22]([NH2:24])=[O:23].CS(O)(=O)=O, predict the reaction product. (3) Given the reactants [O:1]([C:8]1[CH:28]=[CH:27][CH:26]=[CH:25][C:9]=1[C:10]([NH:12][C:13]1[CH:18]=[CH:17][CH:16]=[CH:15][C:14]=1/[CH:19]=[CH:20]/[C:21](OC)=[O:22])=[O:11])[C:2]1[CH:7]=[CH:6][CH:5]=[CH:4][CH:3]=1.[OH-:29].[Na+].[NH2:31]O, predict the reaction product. The product is: [OH:29][NH:31][C:21](=[O:22])/[CH:20]=[CH:19]/[C:14]1[CH:15]=[CH:16][CH:17]=[CH:18][C:13]=1[NH:12][C:10](=[O:11])[C:9]1[CH:25]=[CH:26][CH:27]=[CH:28][C:8]=1[O:1][C:2]1[CH:7]=[CH:6][CH:5]=[CH:4][CH:3]=1.